From a dataset of Forward reaction prediction with 1.9M reactions from USPTO patents (1976-2016). Predict the product of the given reaction. (1) Given the reactants [CH3:1][C:2]1[CH:7]=[CH:6][C:5]([C:8]2[C:9]([CH:14]=O)=[CH:10][CH:11]=[CH:12][CH:13]=2)=[CH:4][CH:3]=1.Cl.O[NH2:18].C(OC(=O)C)(=O)C, predict the reaction product. The product is: [C:14]([C:9]1[CH:10]=[CH:11][CH:12]=[CH:13][C:8]=1[C:5]1[CH:6]=[CH:7][C:2]([CH3:1])=[CH:3][CH:4]=1)#[N:18]. (2) The product is: [C:8]([OH:10])(=[O:9])[CH2:7][CH2:6][CH2:5][CH2:4][CH2:3][CH2:2][C:1]([NH:13][C:14]1[CH:19]=[CH:18][CH:17]=[CH:16][CH:15]=1)=[O:12]. Given the reactants [C:1]([OH:12])(=O)[CH2:2][CH2:3][CH2:4][CH2:5][CH2:6][CH2:7][C:8]([OH:10])=[O:9].[NH2:13][C:14]1[CH:19]=[CH:18][CH:17]=[CH:16][CH:15]=1, predict the reaction product.